This data is from Reaction yield outcomes from USPTO patents with 853,638 reactions. The task is: Predict the reaction yield, written as a fraction of the theoretical maximum amount of product (1.0 means a 100% yield; for example, 0.34 means a 34% yield). (1) The reactants are [F:1][C:2]1[CH:3]=[C:4]([CH:7]=[C:8]([NH:10][CH2:11][C:12]2[CH:17]=[CH:16][C:15]([S:18]([CH3:21])(=[O:20])=[O:19])=[CH:14][CH:13]=2)[CH:9]=1)[C:5]#[N:6].[O:22]1[CH2:27][CH2:26][CH:25]([C:28](O)=[O:29])[CH2:24][CH2:23]1. No catalyst specified. The product is [C:5]([C:4]1[CH:7]=[C:8]([N:10]([CH2:11][C:12]2[CH:13]=[CH:14][C:15]([S:18]([CH3:21])(=[O:20])=[O:19])=[CH:16][CH:17]=2)[C:28]([CH:25]2[CH2:26][CH2:27][O:22][CH2:23][CH2:24]2)=[O:29])[CH:9]=[C:2]([F:1])[CH:3]=1)#[N:6]. The yield is 0.940. (2) The reactants are Cl[C:2]1[C:7]([C:8]([O:10][CH3:11])=[O:9])=[CH:6][N:5]=[CH:4][CH:3]=1.C(=O)([O-])[O-].[Na+].[Na+].[C:18]1([CH3:27])[CH:23]=[CH:22][CH:21]=[CH:20][C:19]=1B(O)O. The catalyst is C1C=CC([P]([Pd]([P](C2C=CC=CC=2)(C2C=CC=CC=2)C2C=CC=CC=2)([P](C2C=CC=CC=2)(C2C=CC=CC=2)C2C=CC=CC=2)[P](C2C=CC=CC=2)(C2C=CC=CC=2)C2C=CC=CC=2)(C2C=CC=CC=2)C2C=CC=CC=2)=CC=1.C(COC)OC. The product is [C:18]1([CH3:27])[CH:23]=[CH:22][CH:21]=[CH:20][C:19]=1[C:2]1[C:7]([C:8]([O:10][CH3:11])=[O:9])=[CH:6][N:5]=[CH:4][CH:3]=1. The yield is 0.970. (3) The reactants are [H-].[Na+].[CH:3]([C@@H:6]1[C:11](=[O:12])[NH:10][CH2:9][CH2:8][N:7]1[C:13]([O:15][C:16]([CH3:19])([CH3:18])[CH3:17])=[O:14])([CH3:5])[CH3:4].[F:20][C:21]1[CH:30]=[C:29](F)[C:28]([N+:32]([O-:34])=[O:33])=[CH:27][C:22]=1[C:23]([O:25][CH3:26])=[O:24]. The catalyst is CN(C=O)C. The product is [F:20][C:21]1[C:22]([C:23]([O:25][CH3:26])=[O:24])=[CH:27][C:28]([N+:32]([O-:34])=[O:33])=[C:29]([N:10]2[CH2:9][CH2:8][N:7]([C:13]([O:15][C:16]([CH3:17])([CH3:19])[CH3:18])=[O:14])[C@H:6]([CH:3]([CH3:5])[CH3:4])[C:11]2=[O:12])[CH:30]=1. The yield is 0.663. (4) The reactants are [Cl:1][C:2]1[CH:3]=[C:4]([CH2:10][CH2:11][C:12]([OH:14])=O)[CH:5]=[CH:6][C:7]=1[O:8][CH3:9]. The catalyst is O. The product is [Cl:1][C:2]1[CH:3]=[C:4]2[C:5](=[CH:6][C:7]=1[O:8][CH3:9])[C:12](=[O:14])[CH2:11][CH2:10]2. The yield is 0.660. (5) The reactants are [H-].[Na+].[I-].[CH3:4][S+](C)(C)=O.[CH3:9][C:10]1[N:11]=[C:12]2[CH:17]=[CH:16][CH:15]=[C:14](/[CH:18]=[CH:19]/[C:20]([O:22][CH2:23][CH3:24])=[O:21])[N:13]2[CH:25]=1.O. The catalyst is CS(C)=O. The product is [CH3:9][C:10]1[N:11]=[C:12]2[CH:17]=[CH:16][CH:15]=[C:14]([CH:18]3[CH2:4][CH:19]3[C:20]([O:22][CH2:23][CH3:24])=[O:21])[N:13]2[CH:25]=1. The yield is 0.660. (6) The reactants are [CH3:1][P:2](=[O:7])([O:5][CH3:6])[O:3][CH3:4].[Li]CCCC.[C:13]([O:17][C:18]([NH:20][C@@H:21]([CH2:26][CH:27]=[CH2:28])[C:22](OC)=[O:23])=[O:19])([CH3:16])([CH3:15])[CH3:14]. The catalyst is C1COCC1. The product is [CH3:4][O:3][P:2]([CH2:1][C:22](=[O:23])[C@@H:21]([NH:20][C:18]([O:17][C:13]([CH3:16])([CH3:15])[CH3:14])=[O:19])[CH2:26][CH:27]=[CH2:28])(=[O:7])[O:5][CH3:6]. The yield is 0.990. (7) The reactants are [F:1][C:2]1[CH:10]=[CH:9][CH:8]=[C:7]2[C:3]=1[CH:4]=[C:5]([C:11]1[N:16]=[C:15]([C:17]3[C:18]([N:37]([CH3:42])[S:38]([CH3:41])(=[O:40])=[O:39])=[CH:19][C:20]4[O:24][C:23]([C:25]5[CH:30]=[CH:29][C:28]([F:31])=[CH:27][CH:26]=5)=[C:22]([C:32]([NH:34][CH3:35])=[O:33])[C:21]=4[CH:36]=3)[CH:14]=[N:13][C:12]=1[CH:43]=[CH2:44])[NH:6]2.C([O-])([O-])=O.[Cs+].[Cs+]. The catalyst is Cl.O1CCOCC1.CN(C=O)C. The product is [F:1][C:2]1[C:3]2[CH:4]=[C:5]3[C:11]4[N:16]=[C:15]([C:17]5[C:18]([N:37]([CH3:42])[S:38]([CH3:41])(=[O:40])=[O:39])=[CH:19][C:20]6[O:24][C:23]([C:25]7[CH:30]=[CH:29][C:28]([F:31])=[CH:27][CH:26]=7)=[C:22]([C:32]([NH:34][CH3:35])=[O:33])[C:21]=6[CH:36]=5)[CH:14]=[N:13][C:12]=4[CH2:43][CH2:44][N:6]3[C:7]=2[CH:8]=[CH:9][CH:10]=1. The yield is 0.200.